From a dataset of Full USPTO retrosynthesis dataset with 1.9M reactions from patents (1976-2016). Predict the reactants needed to synthesize the given product. (1) Given the product [CH:1]1([C:4]2[N:5]=[C:6]([CH3:26])[N:7]([C:27]3[CH:32]=[CH:31][CH:30]=[CH:29][CH:28]=3)[C:8](=[O:25])[C:9]=2[CH2:10][C:11]2[CH:16]=[CH:15][C:14]([C:17]3[C:18]([C:23]#[N:24])=[CH:19][CH:20]=[CH:21][CH:22]=3)=[CH:13][CH:12]=2)[CH2:2][CH2:3]1, predict the reactants needed to synthesize it. The reactants are: [CH:1]1([C:4]2[N:5]=[C:6]([CH3:26])[NH:7][C:8](=[O:25])[C:9]=2[CH2:10][C:11]2[CH:16]=[CH:15][C:14]([C:17]3[C:18]([C:23]#[N:24])=[CH:19][CH:20]=[CH:21][CH:22]=3)=[CH:13][CH:12]=2)[CH2:3][CH2:2]1.[C:27]1(B(O)O)[CH:32]=[CH:31][CH:30]=[CH:29][CH:28]=1.C(N(CC)CC)C.N1C=CC=CC=1. (2) Given the product [CH:1]([C:4]1[CH:10]=[CH:9][C:7]([NH2:8])=[CH:6][C:5]=1[N+:11]([O-:13])=[O:12])([CH3:3])[CH3:2], predict the reactants needed to synthesize it. The reactants are: [CH:1]([C:4]1[CH:10]=[CH:9][C:7]([NH2:8])=[CH:6][CH:5]=1)([CH3:3])[CH3:2].[N+:11]([O-])([OH:13])=[O:12]. (3) Given the product [N:20]1([C:25]2[CH:26]=[C:27]([NH:28][CH:2]([C:14]3[CH:19]=[CH:18][CH:17]=[CH:16][CH:15]=3)[C:3]([C:5]3[C:13]4[C:8](=[CH:9][CH:10]=[CH:11][CH:12]=4)[NH:7][CH:6]=3)=[O:4])[CH:29]=[CH:30][CH:31]=2)[CH:24]=[N:23][CH:22]=[N:21]1, predict the reactants needed to synthesize it. The reactants are: Cl[CH:2]([C:14]1[CH:19]=[CH:18][CH:17]=[CH:16][CH:15]=1)[C:3]([C:5]1[C:13]2[C:8](=[CH:9][CH:10]=[CH:11][CH:12]=2)[NH:7][CH:6]=1)=[O:4].[N:20]1([C:25]2[CH:26]=[C:27]([CH:29]=[CH:30][CH:31]=2)[NH2:28])[CH:24]=[N:23][CH:22]=[N:21]1.CCN(C(C)C)C(C)C. (4) Given the product [CH3:1][N:7]1[N:8]2[C:13](=[O:14])[CH:12]=[C:11]([C:15]3[CH:16]=[CH:17][N:18]=[CH:19][CH:20]=3)[N:10]=[C:9]2[C:21]([CH2:22][C:23]2[CH:28]=[CH:27][CH:26]=[CH:25][C:24]=2[CH3:29])=[C:6]1[CH3:5], predict the reactants needed to synthesize it. The reactants are: [C:1](O)(=O)C.[CH3:5][C:6]1[C:21]([CH2:22][C:23]2[CH:28]=[CH:27][CH:26]=[CH:25][C:24]=2[CH3:29])=[C:9]2[NH:10][C:11]([C:15]3[CH:20]=[CH:19][N:18]=[CH:17][CH:16]=3)=[CH:12][C:13](=[O:14])[N:8]2[N:7]=1.C[Si](C=[N+]=[N-])(C)C.